From a dataset of Catalyst prediction with 721,799 reactions and 888 catalyst types from USPTO. Predict which catalyst facilitates the given reaction. Reactant: [Cl:1][C:2]1[CH:7]=[C:6]([F:8])[CH:5]=[CH:4][C:3]=1[NH:9][S:10]([CH:13]1[C:18]([C:19]([O:21][CH2:22][CH3:23])=[O:20])=[CH:17][CH2:16][CH2:15][CH2:14]1)(=[O:12])=[O:11].C(N(CC)CC)C.[C:31]([O:34][CH2:35][C:36](Cl)=[O:37])(=[O:33])[CH3:32]. Product: [C:31]([O:34][CH2:35][C:36]([N:9]([C:3]1[CH:4]=[CH:5][C:6]([F:8])=[CH:7][C:2]=1[Cl:1])[S:10]([CH:13]1[C:18]([C:19]([O:21][CH2:22][CH3:23])=[O:20])=[CH:17][CH2:16][CH2:15][CH2:14]1)(=[O:11])=[O:12])=[O:37])(=[O:33])[CH3:32]. The catalyst class is: 54.